From a dataset of NCI-60 drug combinations with 297,098 pairs across 59 cell lines. Regression. Given two drug SMILES strings and cell line genomic features, predict the synergy score measuring deviation from expected non-interaction effect. (1) Drug 1: CS(=O)(=O)CCNCC1=CC=C(O1)C2=CC3=C(C=C2)N=CN=C3NC4=CC(=C(C=C4)OCC5=CC(=CC=C5)F)Cl. Drug 2: C(=O)(N)NO. Cell line: SNB-75. Synergy scores: CSS=4.02, Synergy_ZIP=-1.15, Synergy_Bliss=-0.0562, Synergy_Loewe=-27.4, Synergy_HSA=-2.22. (2) Drug 1: C1CN1P(=S)(N2CC2)N3CC3. Drug 2: COCCOC1=C(C=C2C(=C1)C(=NC=N2)NC3=CC=CC(=C3)C#C)OCCOC.Cl. Cell line: NCI-H522. Synergy scores: CSS=26.5, Synergy_ZIP=-6.65, Synergy_Bliss=-2.91, Synergy_Loewe=1.29, Synergy_HSA=1.95. (3) Drug 1: C1CCN(CC1)CCOC2=CC=C(C=C2)C(=O)C3=C(SC4=C3C=CC(=C4)O)C5=CC=C(C=C5)O. Drug 2: CN(C)C1=NC(=NC(=N1)N(C)C)N(C)C. Cell line: TK-10. Synergy scores: CSS=-4.59, Synergy_ZIP=2.27, Synergy_Bliss=1.15, Synergy_Loewe=-8.29, Synergy_HSA=-3.75. (4) Drug 1: COC1=NC(=NC2=C1N=CN2C3C(C(C(O3)CO)O)O)N. Cell line: SR. Drug 2: CN(C(=O)NC(C=O)C(C(C(CO)O)O)O)N=O. Synergy scores: CSS=10.3, Synergy_ZIP=-8.85, Synergy_Bliss=-5.27, Synergy_Loewe=-16.9, Synergy_HSA=-5.23. (5) Drug 1: C1=CC=C(C(=C1)C(C2=CC=C(C=C2)Cl)C(Cl)Cl)Cl. Drug 2: CCN(CC)CCCC(C)NC1=C2C=C(C=CC2=NC3=C1C=CC(=C3)Cl)OC. Cell line: SK-MEL-5. Synergy scores: CSS=1.53, Synergy_ZIP=-1.32, Synergy_Bliss=0.0516, Synergy_Loewe=-0.360, Synergy_HSA=-0.202. (6) Drug 1: CC(C1=C(C=CC(=C1Cl)F)Cl)OC2=C(N=CC(=C2)C3=CN(N=C3)C4CCNCC4)N. Drug 2: CCC(=C(C1=CC=CC=C1)C2=CC=C(C=C2)OCCN(C)C)C3=CC=CC=C3.C(C(=O)O)C(CC(=O)O)(C(=O)O)O. Cell line: U251. Synergy scores: CSS=6.33, Synergy_ZIP=-0.355, Synergy_Bliss=1.30, Synergy_Loewe=0.266, Synergy_HSA=0.657. (7) Drug 1: CC(C)NC(=O)C1=CC=C(C=C1)CNNC.Cl. Drug 2: CCC1(C2=C(COC1=O)C(=O)N3CC4=CC5=C(C=CC(=C5CN(C)C)O)N=C4C3=C2)O.Cl. Cell line: T-47D. Synergy scores: CSS=0.714, Synergy_ZIP=-11.1, Synergy_Bliss=-22.0, Synergy_Loewe=-62.9, Synergy_HSA=-22.9. (8) Drug 1: C1CN(P(=O)(OC1)NCCCl)CCCl. Drug 2: CC12CCC3C(C1CCC2OP(=O)(O)O)CCC4=C3C=CC(=C4)OC(=O)N(CCCl)CCCl.[Na+]. Cell line: HOP-92. Synergy scores: CSS=35.6, Synergy_ZIP=20.3, Synergy_Bliss=17.3, Synergy_Loewe=14.0, Synergy_HSA=13.8.